This data is from NCI-60 drug combinations with 297,098 pairs across 59 cell lines. The task is: Regression. Given two drug SMILES strings and cell line genomic features, predict the synergy score measuring deviation from expected non-interaction effect. (1) Drug 1: CC1=CC2C(CCC3(C2CCC3(C(=O)C)OC(=O)C)C)C4(C1=CC(=O)CC4)C. Drug 2: CC(C)CN1C=NC2=C1C3=CC=CC=C3N=C2N. Cell line: TK-10. Synergy scores: CSS=-4.06, Synergy_ZIP=3.03, Synergy_Bliss=1.29, Synergy_Loewe=-0.856, Synergy_HSA=-3.30. (2) Drug 1: CC1=C(C=C(C=C1)C(=O)NC2=CC(=CC(=C2)C(F)(F)F)N3C=C(N=C3)C)NC4=NC=CC(=N4)C5=CN=CC=C5. Drug 2: CS(=O)(=O)OCCCCOS(=O)(=O)C. Cell line: NCI-H460. Synergy scores: CSS=26.1, Synergy_ZIP=-1.19, Synergy_Bliss=0.701, Synergy_Loewe=-0.704, Synergy_HSA=-0.436. (3) Drug 1: CN(C)N=NC1=C(NC=N1)C(=O)N. Drug 2: C1=NNC2=C1C(=O)NC=N2. Cell line: HS 578T. Synergy scores: CSS=-0.463, Synergy_ZIP=0.421, Synergy_Bliss=3.20, Synergy_Loewe=-0.476, Synergy_HSA=-0.237. (4) Drug 1: CNC(=O)C1=NC=CC(=C1)OC2=CC=C(C=C2)NC(=O)NC3=CC(=C(C=C3)Cl)C(F)(F)F. Drug 2: CCCCC(=O)OCC(=O)C1(CC(C2=C(C1)C(=C3C(=C2O)C(=O)C4=C(C3=O)C=CC=C4OC)O)OC5CC(C(C(O5)C)O)NC(=O)C(F)(F)F)O. Cell line: SK-MEL-28. Synergy scores: CSS=18.2, Synergy_ZIP=-5.02, Synergy_Bliss=-9.22, Synergy_Loewe=-24.6, Synergy_HSA=-10.3.